The task is: Predict the product of the given reaction.. This data is from Forward reaction prediction with 1.9M reactions from USPTO patents (1976-2016). (1) Given the reactants Br[C:2]1[C:10]2[C:5](=[CH:6][C:7]([C:12](=[O:14])[CH3:13])=[CH:8][C:9]=2[Cl:11])[N:4]([CH2:15][CH2:16][CH2:17][O:18][CH3:19])[N:3]=1.[C:20](=O)([O-])[O-].[K+].[K+].CB1OB(C)OB(C)O1.O, predict the reaction product. The product is: [Cl:11][C:9]1[CH:8]=[C:7]([C:12](=[O:14])[CH3:13])[CH:6]=[C:5]2[C:10]=1[C:2]([CH3:20])=[N:3][N:4]2[CH2:15][CH2:16][CH2:17][O:18][CH3:19]. (2) Given the reactants C([Li])CCC.CC1(C)CCCC(C)(C)N1.[CH3:16][O:17][C:18]1[N:19]=[N:20][C:21]([C:24]2[CH:29]=[CH:28][N:27]=[CH:26][CH:25]=2)=[CH:22][CH:23]=1.[I:30]I, predict the reaction product. The product is: [I:30][C:23]1[CH:22]=[C:21]([C:24]2[CH:29]=[CH:28][N:27]=[CH:26][CH:25]=2)[N:20]=[N:19][C:18]=1[O:17][CH3:16].